This data is from Full USPTO retrosynthesis dataset with 1.9M reactions from patents (1976-2016). The task is: Predict the reactants needed to synthesize the given product. (1) The reactants are: [OH:1][C:2]([CH3:35])([CH3:34])[CH2:3][C@@:4]1([C:28]2[CH:33]=[CH:32][CH:31]=[CH:30][CH:29]=2)[O:9][C:8](=[O:10])[N:7]([C@H:11]([C:13]2[CH:18]=[CH:17][C:16](B3OC(C)(C)C(C)(C)O3)=[CH:15][CH:14]=2)[CH3:12])[CH2:6][CH2:5]1.Cl[C:37]1[CH:42]=[CH:41][C:40]([C:43]2([S:46]([CH3:49])(=[O:48])=[O:47])[CH2:45][CH2:44]2)=[CH:39][N:38]=1. Given the product [OH:1][C:2]([CH3:34])([CH3:35])[CH2:3][C@@:4]1([C:28]2[CH:29]=[CH:30][CH:31]=[CH:32][CH:33]=2)[O:9][C:8](=[O:10])[N:7]([C@H:11]([C:13]2[CH:18]=[CH:17][C:16]([C:37]3[CH:42]=[CH:41][C:40]([C:43]4([S:46]([CH3:49])(=[O:47])=[O:48])[CH2:45][CH2:44]4)=[CH:39][N:38]=3)=[CH:15][CH:14]=2)[CH3:12])[CH2:6][CH2:5]1, predict the reactants needed to synthesize it. (2) Given the product [CH2:1]([O:3][C:4]([C:6]1[CH:7]=[N:8][C:9]2[C:14]([C:15]=1[NH:26][CH:23]1[CH2:24][CH2:25][CH:20]([CH3:19])[CH2:21][CH2:22]1)=[CH:13][CH:12]=[CH:11][C:10]=2[O:17][CH3:18])=[O:5])[CH3:2], predict the reactants needed to synthesize it. The reactants are: [CH2:1]([O:3][C:4]([C:6]1[CH:7]=[N:8][C:9]2[C:14]([C:15]=1Cl)=[CH:13][CH:12]=[CH:11][C:10]=2[O:17][CH3:18])=[O:5])[CH3:2].[CH3:19][CH:20]1[CH2:25][CH2:24][CH:23]([NH2:26])[CH2:22][CH2:21]1.